From a dataset of NCI-60 drug combinations with 297,098 pairs across 59 cell lines. Regression. Given two drug SMILES strings and cell line genomic features, predict the synergy score measuring deviation from expected non-interaction effect. (1) Drug 1: CC12CCC(CC1=CCC3C2CCC4(C3CC=C4C5=CN=CC=C5)C)O. Drug 2: CC1=C(C(CCC1)(C)C)C=CC(=CC=CC(=CC(=O)O)C)C. Cell line: SK-MEL-2. Synergy scores: CSS=-0.624, Synergy_ZIP=6.81, Synergy_Bliss=4.03, Synergy_Loewe=-0.158, Synergy_HSA=0.758. (2) Drug 1: C1CCC(C1)C(CC#N)N2C=C(C=N2)C3=C4C=CNC4=NC=N3. Drug 2: C1CN(CCN1C(=O)CCBr)C(=O)CCBr. Cell line: OVCAR3. Synergy scores: CSS=6.50, Synergy_ZIP=-0.798, Synergy_Bliss=-0.0613, Synergy_Loewe=-9.81, Synergy_HSA=-5.02. (3) Drug 1: CC12CCC3C(C1CCC2=O)CC(=C)C4=CC(=O)C=CC34C. Drug 2: C(CN)CNCCSP(=O)(O)O. Cell line: SW-620. Synergy scores: CSS=4.16, Synergy_ZIP=-12.6, Synergy_Bliss=-25.1, Synergy_Loewe=-45.4, Synergy_HSA=-25.3. (4) Drug 1: C1C(C(OC1N2C=NC3=C(N=C(N=C32)Cl)N)CO)O. Drug 2: CN(CCCl)CCCl.Cl. Cell line: HOP-62. Synergy scores: CSS=33.9, Synergy_ZIP=-0.144, Synergy_Bliss=0.919, Synergy_Loewe=-13.7, Synergy_HSA=-1.76. (5) Drug 1: CS(=O)(=O)C1=CC(=C(C=C1)C(=O)NC2=CC(=C(C=C2)Cl)C3=CC=CC=N3)Cl. Drug 2: CC1=C(C=C(C=C1)C(=O)NC2=CC(=CC(=C2)C(F)(F)F)N3C=C(N=C3)C)NC4=NC=CC(=N4)C5=CN=CC=C5. Cell line: A498. Synergy scores: CSS=-2.08, Synergy_ZIP=0.928, Synergy_Bliss=1.13, Synergy_Loewe=-3.56, Synergy_HSA=-3.40.